Task: Regression. Given a peptide amino acid sequence and an MHC pseudo amino acid sequence, predict their binding affinity value. This is MHC class II binding data.. Dataset: Peptide-MHC class II binding affinity with 134,281 pairs from IEDB (1) The peptide sequence is MNIRMGIFYCNDDA. The MHC is DRB1_0701 with pseudo-sequence DRB1_0701. The binding affinity (normalized) is 0. (2) The peptide sequence is AEVELRQHGSEEWEP. The MHC is DRB1_0802 with pseudo-sequence DRB1_0802. The binding affinity (normalized) is 0. (3) The peptide sequence is NYLDYMTSMKRFKNE. The MHC is DRB1_1101 with pseudo-sequence DRB1_1101. The binding affinity (normalized) is 0.896. (4) The peptide sequence is SLRKLSSVCLALTNS. The MHC is DRB1_1302 with pseudo-sequence DRB1_1302. The binding affinity (normalized) is 0.430. (5) The peptide sequence is MARFTSTLTRLVKRP. The MHC is DRB1_1501 with pseudo-sequence DRB1_1501. The binding affinity (normalized) is 0.658.